Dataset: NCI-60 drug combinations with 297,098 pairs across 59 cell lines. Task: Regression. Given two drug SMILES strings and cell line genomic features, predict the synergy score measuring deviation from expected non-interaction effect. (1) Drug 1: C1=NC(=NC(=O)N1C2C(C(C(O2)CO)O)O)N. Drug 2: CN(CC1=CN=C2C(=N1)C(=NC(=N2)N)N)C3=CC=C(C=C3)C(=O)NC(CCC(=O)O)C(=O)O. Cell line: SK-MEL-5. Synergy scores: CSS=7.76, Synergy_ZIP=1.11, Synergy_Bliss=3.49, Synergy_Loewe=-7.12, Synergy_HSA=4.41. (2) Drug 1: CC1OCC2C(O1)C(C(C(O2)OC3C4COC(=O)C4C(C5=CC6=C(C=C35)OCO6)C7=CC(=C(C(=C7)OC)O)OC)O)O. Synergy scores: CSS=71.3, Synergy_ZIP=-2.53, Synergy_Bliss=-3.93, Synergy_Loewe=2.27, Synergy_HSA=3.65. Drug 2: CC1C(C(CC(O1)OC2CC(CC3=C2C(=C4C(=C3O)C(=O)C5=C(C4=O)C(=CC=C5)OC)O)(C(=O)CO)O)N)O.Cl. Cell line: HOP-92. (3) Drug 1: CC12CCC3C(C1CCC2=O)CC(=C)C4=CC(=O)C=CC34C. Drug 2: CC1CCCC2(C(O2)CC(NC(=O)CC(C(C(=O)C(C1O)C)(C)C)O)C(=CC3=CSC(=N3)C)C)C. Cell line: EKVX. Synergy scores: CSS=16.3, Synergy_ZIP=0.517, Synergy_Bliss=-0.831, Synergy_Loewe=-0.293, Synergy_HSA=-1.17. (4) Drug 1: C1=CC(=CC=C1CC(C(=O)O)N)N(CCCl)CCCl.Cl. Drug 2: CC1=C(N=C(N=C1N)C(CC(=O)N)NCC(C(=O)N)N)C(=O)NC(C(C2=CN=CN2)OC3C(C(C(C(O3)CO)O)O)OC4C(C(C(C(O4)CO)O)OC(=O)N)O)C(=O)NC(C)C(C(C)C(=O)NC(C(C)O)C(=O)NCCC5=NC(=CS5)C6=NC(=CS6)C(=O)NCCC[S+](C)C)O. Cell line: HOP-62. Synergy scores: CSS=28.2, Synergy_ZIP=-9.99, Synergy_Bliss=-1.02, Synergy_Loewe=-5.61, Synergy_HSA=-3.23. (5) Drug 1: C1=CC(=CC=C1CCC2=CNC3=C2C(=O)NC(=N3)N)C(=O)NC(CCC(=O)O)C(=O)O. Drug 2: C1=NNC2=C1C(=O)NC=N2. Cell line: MOLT-4. Synergy scores: CSS=55.8, Synergy_ZIP=-3.79, Synergy_Bliss=-4.71, Synergy_Loewe=-19.2, Synergy_HSA=-4.52. (6) Drug 1: C1CCC(C1)C(CC#N)N2C=C(C=N2)C3=C4C=CNC4=NC=N3. Drug 2: CS(=O)(=O)OCCCCOS(=O)(=O)C. Cell line: NCI-H460. Synergy scores: CSS=8.93, Synergy_ZIP=-6.32, Synergy_Bliss=-4.68, Synergy_Loewe=-13.2, Synergy_HSA=-7.48. (7) Drug 1: CCCCC(=O)OCC(=O)C1(CC(C2=C(C1)C(=C3C(=C2O)C(=O)C4=C(C3=O)C=CC=C4OC)O)OC5CC(C(C(O5)C)O)NC(=O)C(F)(F)F)O. Drug 2: CC(C)NC(=O)C1=CC=C(C=C1)CNNC.Cl. Cell line: NCI-H460. Synergy scores: CSS=65.4, Synergy_ZIP=2.91, Synergy_Bliss=4.60, Synergy_Loewe=-13.6, Synergy_HSA=4.72. (8) Drug 1: C1CN1P(=S)(N2CC2)N3CC3. Synergy scores: CSS=63.9, Synergy_ZIP=-7.59, Synergy_Bliss=-1.80, Synergy_Loewe=-1.41, Synergy_HSA=-0.460. Drug 2: CC1C(C(CC(O1)OC2CC(OC(C2O)C)OC3=CC4=CC5=C(C(=O)C(C(C5)C(C(=O)C(C(C)O)O)OC)OC6CC(C(C(O6)C)O)OC7CC(C(C(O7)C)O)OC8CC(C(C(O8)C)O)(C)O)C(=C4C(=C3C)O)O)O)O. Cell line: A549. (9) Drug 1: COC1=NC(=NC2=C1N=CN2C3C(C(C(O3)CO)O)O)N. Drug 2: CCC1(C2=C(COC1=O)C(=O)N3CC4=CC5=C(C=CC(=C5CN(C)C)O)N=C4C3=C2)O.Cl. Cell line: HT29. Synergy scores: CSS=24.7, Synergy_ZIP=-1.34, Synergy_Bliss=0.681, Synergy_Loewe=-43.3, Synergy_HSA=-3.44.